This data is from Forward reaction prediction with 1.9M reactions from USPTO patents (1976-2016). The task is: Predict the product of the given reaction. (1) Given the reactants [C:1]1([CH:7]([C:33]2[CH:38]=[CH:37][CH:36]=[CH:35][CH:34]=2)[N:8]2[C:16]3[CH:15]=[C:14]4[O:17][CH2:18][CH2:19][O:20][C:13]4=[CH:12][C:11]=3[C:10](O)([C:21]3[C:22]([OH:30])=[CH:23][C:24]4[O:28][CH2:27][CH2:26][C:25]=4[CH:29]=3)[C:9]2=[O:32])[CH:6]=[CH:5][CH:4]=[CH:3][CH:2]=1.C([SiH](CC)CC)C.FC(F)(F)C(O)=O, predict the reaction product. The product is: [C:33]1([CH:7]([C:1]2[CH:6]=[CH:5][CH:4]=[CH:3][CH:2]=2)[N:8]2[C:16]3[CH:15]=[C:14]4[O:17][CH2:18][CH2:19][O:20][C:13]4=[CH:12][C:11]=3[CH:10]([C:21]3[C:22]([OH:30])=[CH:23][C:24]4[O:28][CH2:27][CH2:26][C:25]=4[CH:29]=3)[C:9]2=[O:32])[CH:34]=[CH:35][CH:36]=[CH:37][CH:38]=1. (2) Given the reactants [CH2:1]([O:8][C:9]1[CH:10]=[C:11]2[C:15](=[CH:16][C:17]=1[O:18][CH3:19])[NH:14][CH:13]=[C:12]2[CH2:20][C:21]([OH:23])=O)[C:2]1[CH:7]=[CH:6][CH:5]=[CH:4][CH:3]=1.CN1CCOCC1.CN(C(ON1N=NC2C=CC=NC1=2)=[N+](C)C)C.F[P-](F)(F)(F)(F)F.[F:55][C:56]1[CH:57]=[C:58]([CH2:63][C@@H:64]([C:66]2[C:71]([C:72]3[CH:77]=[CH:76][C:75]([O:78][CH3:79])=[CH:74][CH:73]=3)=[CH:70][CH:69]=[CH:68][N:67]=2)[NH2:65])[CH:59]=[C:60]([F:62])[CH:61]=1, predict the reaction product. The product is: [CH2:1]([O:8][C:9]1[CH:10]=[C:11]2[C:15](=[CH:16][C:17]=1[O:18][CH3:19])[NH:14][CH:13]=[C:12]2[CH2:20][C:21]([NH:65][C@H:64]([C:66]1[C:71]([C:72]2[CH:73]=[CH:74][C:75]([O:78][CH3:79])=[CH:76][CH:77]=2)=[CH:70][CH:69]=[CH:68][N:67]=1)[CH2:63][C:58]1[CH:59]=[C:60]([F:62])[CH:61]=[C:56]([F:55])[CH:57]=1)=[O:23])[C:2]1[CH:3]=[CH:4][CH:5]=[CH:6][CH:7]=1. (3) The product is: [C:1]([O:4][CH2:5][C:6]1[C:11]([N:12]2[C:13](=[O:25])[C:14]3[S:20][C:19]4[CH2:21][CH2:22][CH2:23][CH2:24][C:18]=4[C:15]=3[CH2:16][CH2:17]2)=[CH:10][C:9]([F:26])=[CH:8][C:7]=1[C:37]1[N:45]=[C:44]2[C:40]([N:41]=[CH:42][N:43]2[CH2:46][O:47][CH2:48][CH2:49][Si:50]([CH3:51])([CH3:52])[CH3:53])=[C:39]([NH:54][C:55]2[CH:56]=[CH:57][C:58]([N:61]3[CH2:66][CH2:65][N:64]([CH:67]4[CH2:68][O:69][CH2:70]4)[CH2:63][CH2:62]3)=[CH:59][CH:60]=2)[N:38]=1)(=[O:3])[CH3:2]. Given the reactants [C:1]([O:4][CH2:5][C:6]1[C:11]([N:12]2[CH2:17][CH2:16][C:15]3[C:18]4[CH2:24][CH2:23][CH2:22][CH2:21][C:19]=4[S:20][C:14]=3[C:13]2=[O:25])=[CH:10][C:9]([F:26])=[CH:8][C:7]=1B1OC(C)(C)C(C)(C)O1)(=[O:3])[CH3:2].I[C:37]1[N:45]=[C:44]2[C:40]([N:41]=[CH:42][N:43]2[CH2:46][O:47][CH2:48][CH2:49][Si:50]([CH3:53])([CH3:52])[CH3:51])=[C:39]([NH:54][C:55]2[CH:60]=[CH:59][C:58]([N:61]3[CH2:66][CH2:65][N:64]([CH:67]4[CH2:70][O:69][CH2:68]4)[CH2:63][CH2:62]3)=[CH:57][CH:56]=2)[N:38]=1.[O-]P([O-])([O-])=O.[K+].[K+].[K+].C([O-])(=O)C.[Na+], predict the reaction product.